From a dataset of Forward reaction prediction with 1.9M reactions from USPTO patents (1976-2016). Predict the product of the given reaction. (1) Given the reactants [C:1]([C:3]1[CH:4]=[C:5]([CH:10]([CH2:30][C:31]2[CH:36]=[CH:35][C:34]([OH:37])=[CH:33][CH:32]=2)[CH:11]([NH:13][C:14](=[O:29])[C:15]([O:18][C:19]2[CH:24]=[CH:23][C:22]([C:25]([F:28])([F:27])[F:26])=[CH:21][N:20]=2)([CH3:17])[CH3:16])[CH3:12])[CH:6]=[C:7]([F:9])[CH:8]=1)#[N:2].[C:38](=O)([O-])[O-].[Cs+].[Cs+].CI, predict the reaction product. The product is: [C:1]([C:3]1[CH:4]=[C:5]([CH:10]([CH2:30][C:31]2[CH:36]=[CH:35][C:34]([O:37][CH3:38])=[CH:33][CH:32]=2)[CH:11]([NH:13][C:14](=[O:29])[C:15]([O:18][C:19]2[CH:24]=[CH:23][C:22]([C:25]([F:28])([F:27])[F:26])=[CH:21][N:20]=2)([CH3:17])[CH3:16])[CH3:12])[CH:6]=[C:7]([F:9])[CH:8]=1)#[N:2]. (2) Given the reactants Br[C:2]1[CH:3]=[N:4][CH:5]=[C:6]2[C:11]=1[N:10]=[C:9]([C:12]([NH:14][CH:15]([C:17]([OH:20])([CH3:19])[CH3:18])[CH3:16])=[O:13])[CH:8]=[CH:7]2.[Cl:21][C:22]1[N:27]=[CH:26][C:25](B(O)O)=[CH:24][CH:23]=1, predict the reaction product. The product is: [Cl:21][C:22]1[N:27]=[CH:26][C:25]([C:2]2[CH:3]=[N:4][CH:5]=[C:6]3[C:11]=2[N:10]=[C:9]([C:12]([NH:14][CH:15]([C:17]([OH:20])([CH3:19])[CH3:18])[CH3:16])=[O:13])[CH:8]=[CH:7]3)=[CH:24][CH:23]=1. (3) Given the reactants [CH3:1][O:2][C:3]1[CH:8]=[C:7]([CH:9]=[CH2:10])[C:6]([F:11])=[CH:5][C:4]=1[N+:12]([O-:14])=[O:13].[NH:15]1[CH2:20][CH2:19][O:18][CH2:17][CH2:16]1, predict the reaction product. The product is: [F:11][C:6]1[CH:5]=[C:4]([N+:12]([O-:14])=[O:13])[C:3]([O:2][CH3:1])=[CH:8][C:7]=1[CH2:9][CH2:10][N:15]1[CH2:20][CH2:19][O:18][CH2:17][CH2:16]1. (4) The product is: [OH:22][CH:23]1[CH2:24][N:25]([CH3:26])[C:10](=[O:18])[N:9]1[C:5]1[CH:4]=[C:3]([C:2]([F:1])([F:19])[F:20])[CH:8]=[CH:7][N:6]=1. Given the reactants [F:1][C:2]([F:20])([F:19])[C:3]1[CH:8]=[CH:7][N:6]=[C:5]([NH:9][C:10](=[O:18])OC2C=CC=CC=2)[CH:4]=1.C[O:22][CH:23](OC)[CH2:24][NH:25][CH3:26].Cl, predict the reaction product. (5) Given the reactants [OH:1][C@H:2]1[CH2:6][N:5]([C:7]([O:9][C:10]([CH3:13])([CH3:12])[CH3:11])=[O:8])[C@H:4]([C:14](OC)=[O:15])[CH2:3]1.[Li+].[BH4-].O.Cl, predict the reaction product. The product is: [OH:1][C@H:2]1[CH2:6][N:5]([C:7]([O:9][C:10]([CH3:11])([CH3:12])[CH3:13])=[O:8])[C@H:4]([CH2:14][OH:15])[CH2:3]1. (6) Given the reactants [Cl-].[Cl:2][C:3]1[CH:8]=[CH:7][C:6]([C@@:9]2([OH:23])[CH2:14][CH2:13][N:12]([C:15](=[O:20])[C@H:16]([NH3+:19])[CH2:17][CH3:18])[CH2:11][C:10]2([CH3:22])[CH3:21])=[CH:5][CH:4]=1.[CH:24]1([C:29](Cl)=[O:30])[CH2:28][CH2:27][CH2:26][CH2:25]1.CCN(C(C)C)C(C)C, predict the reaction product. The product is: [Cl:2][C:3]1[CH:4]=[CH:5][C:6]([C@@:9]2([OH:23])[CH2:14][CH2:13][N:12]([C:15](=[O:20])[C@H:16]([NH:19][C:29]([CH:24]3[CH2:28][CH2:27][CH2:26][CH2:25]3)=[O:30])[CH2:17][CH3:18])[CH2:11][C:10]2([CH3:22])[CH3:21])=[CH:7][CH:8]=1. (7) Given the reactants [Cl:1][C:2]1[C:7]([C:8]([F:11])([F:10])[F:9])=[CH:6][CH:5]=[CH:4][C:3]=1[C:12]([N:14]1[CH2:19][C:18](OCC)=[N:17][CH2:16][CH2:15]1)=[O:13].[F:23][C:24]1[CH:33]=[C:32]([F:34])[CH:31]=[CH:30][C:25]=1[C:26]([NH:28][NH2:29])=O, predict the reaction product. The product is: [Cl:1][C:2]1[C:7]([C:8]([F:10])([F:9])[F:11])=[CH:6][CH:5]=[CH:4][C:3]=1[C:12]([N:14]1[CH2:15][CH2:16][N:17]2[C:26]([C:25]3[CH:30]=[CH:31][C:32]([F:34])=[CH:33][C:24]=3[F:23])=[N:28][N:29]=[C:18]2[CH2:19]1)=[O:13].